Dataset: Catalyst prediction with 721,799 reactions and 888 catalyst types from USPTO. Task: Predict which catalyst facilitates the given reaction. (1) The catalyst class is: 80. Product: [CH3:37][NH:36][C:34]([C:31]1[CH:30]=[CH:29][C:28]([O:27][CH2:26][CH2:25][CH2:24][NH:23][C:2]2[C:3]3[C:10]([C:11]4[S:12][CH:13]=[CH:14][N:15]=4)=[CH:9][S:8][C:4]=3[N:5]=[CH:6][N:7]=2)=[CH:33][N:32]=1)=[O:35]. Reactant: Cl[C:2]1[C:3]2[C:10]([C:11]3[S:12][CH:13]=[CH:14][N:15]=3)=[CH:9][S:8][C:4]=2[N:5]=[CH:6][N:7]=1.FC(F)(F)C(O)=O.[NH2:23][CH2:24][CH2:25][CH2:26][O:27][C:28]1[CH:29]=[CH:30][C:31]([C:34]([NH:36][CH3:37])=[O:35])=[N:32][CH:33]=1.C(=O)([O-])[O-].[K+].[K+]. (2) Reactant: [CH3:1][C:2]1[C:10]2[C:5](=[CH:6][CH:7]=[C:8]([N+:11]([O-])=O)[CH:9]=2)[N:4]([C:14]([O:16][C:17]([CH3:20])([CH3:19])[CH3:18])=[O:15])[N:3]=1.[H][H]. Product: [NH2:11][C:8]1[CH:9]=[C:10]2[C:5](=[CH:6][CH:7]=1)[N:4]([C:14]([O:16][C:17]([CH3:19])([CH3:18])[CH3:20])=[O:15])[N:3]=[C:2]2[CH3:1]. The catalyst class is: 19. (3) Product: [CH3:20][O:19][C:16]1[CH:17]=[CH:18][C:13]([CH2:12][N:1]2[CH:5]=[C:4]([C:6]([O:8][CH2:9][CH3:10])=[O:7])[CH:3]=[N:2]2)=[CH:14][CH:15]=1. The catalyst class is: 10. Reactant: [NH:1]1[CH:5]=[C:4]([C:6]([O:8][CH2:9][CH3:10])=[O:7])[CH:3]=[N:2]1.Cl[CH2:12][C:13]1[CH:18]=[CH:17][C:16]([O:19][CH3:20])=[CH:15][CH:14]=1.C([O-])([O-])=O.[K+].[K+]. (4) Reactant: [Si:1]([O:8][C@@H:9]([CH3:12])[CH:10]=O)([C:4]([CH3:7])([CH3:6])[CH3:5])([CH3:3])[CH3:2].[CH3:13][O:14][C:15]1[CH:20]=[CH:19][C:18]([CH2:21][NH2:22])=[CH:17][CH:16]=1.[O-]S([O-])(=O)=O.[Mg+2]. Product: [Si:1]([O:8][C@@H:9]([CH3:12])/[CH:10]=[N:22]/[CH2:21][C:18]1[CH:19]=[CH:20][C:15]([O:14][CH3:13])=[CH:16][CH:17]=1)([C:4]([CH3:5])([CH3:6])[CH3:7])([CH3:2])[CH3:3]. The catalyst class is: 4. (5) Reactant: [F:1][C:2]1[CH:10]=[C:9]2[C:5]([C:6]([CH:12]=[O:13])=[CH:7][N:8]2[CH3:11])=[CH:4][CH:3]=1.[Mn]([O-])(=O)(=O)=[O:15].[K+]. Product: [F:1][C:2]1[CH:10]=[C:9]2[C:5]([C:6]([C:12]([OH:15])=[O:13])=[CH:7][N:8]2[CH3:11])=[CH:4][CH:3]=1. The catalyst class is: 21. (6) Reactant: [Cl:1][C:2]1[CH:7]=[CH:6][C:5]([N:8]([C@H:13]2[C:22]3[C:17](=[CH:18][CH:19]=[CH:20][CH:21]=3)[N:16]([C:23](=[O:31])[C:24]3[CH:29]=[CH:28][C:27]([OH:30])=[CH:26][CH:25]=3)[C@@H:15]([CH3:32])[CH2:14]2)[C:9](=[O:12])[CH2:10][CH3:11])=[CH:4][CH:3]=1.[H-].[Na+].Br[CH2:36][CH2:37][CH2:38][C:39]([O:41][CH2:42][CH3:43])=[O:40].C(O)C. Product: [CH2:42]([O:41][C:39](=[O:40])[CH2:38][CH2:37][CH2:36][O:30][C:27]1[CH:26]=[CH:25][C:24]([C:23]([N:16]2[C:17]3[C:22](=[CH:21][CH:20]=[CH:19][CH:18]=3)[C@H:13]([N:8]([C:5]3[CH:4]=[CH:3][C:2]([Cl:1])=[CH:7][CH:6]=3)[C:9](=[O:12])[CH2:10][CH3:11])[CH2:14][C@@H:15]2[CH3:32])=[O:31])=[CH:29][CH:28]=1)[CH3:43]. The catalyst class is: 3. (7) Reactant: [C:1]([C:5]1[CH:9]=[C:8]([NH:10][C:11]([NH:13][C:14]2[C:23]3[C:18](=[CH:19][CH:20]=[CH:21][CH:22]=3)[C:17]([O:24][C:25]3[CH:30]=[CH:29][N:28]=[C:27](Cl)[N:26]=3)=[CH:16][CH:15]=2)=[O:12])[N:7]([C:32]2[CH:37]=[CH:36][C:35]([CH3:38])=[CH:34][CH:33]=2)[N:6]=1)([CH3:4])([CH3:3])[CH3:2].[CH3:39][O:40][C:41]1[CH:42]=[C:43]([CH:45]=[C:46]([O:48][CH2:49][CH2:50][CH2:51][N:52]2[CH2:57][CH2:56][O:55][CH2:54][CH2:53]2)[CH:47]=1)[NH2:44].C([O-])(O)=O.[Na+]. Product: [C:1]([C:5]1[CH:9]=[C:8]([NH:10][C:11]([NH:13][C:14]2[C:23]3[C:18](=[CH:19][CH:20]=[CH:21][CH:22]=3)[C:17]([O:24][C:25]3[CH:30]=[CH:29][N:28]=[C:27]([NH:44][C:43]4[CH:45]=[C:46]([O:48][CH2:49][CH2:50][CH2:51][N:52]5[CH2:57][CH2:56][O:55][CH2:54][CH2:53]5)[CH:47]=[C:41]([O:40][CH3:39])[CH:42]=4)[N:26]=3)=[CH:16][CH:15]=2)=[O:12])[N:7]([C:32]2[CH:37]=[CH:36][C:35]([CH3:38])=[CH:34][CH:33]=2)[N:6]=1)([CH3:4])([CH3:3])[CH3:2]. The catalyst class is: 3. (8) Reactant: [C:1]([C:4]1[CH:9]=[CH:8][C:7]([NH:10]C(=O)C(F)(F)F)=[C:6]([Br:17])[CH:5]=1)(=[O:3])[CH3:2].NC1C=CC(C(=O)C)=CC=1.C1C(=O)N(Br)C(=O)C1. The catalyst class is: 11. Product: [NH2:10][C:7]1[CH:8]=[CH:9][C:4]([C:1](=[O:3])[CH3:2])=[CH:5][C:6]=1[Br:17]. (9) Reactant: [Br:1][C:2]1[C:11]2[C:6](=[CH:7][CH:8]=[CH:9][CH:10]=2)[N:5]=[C:4]([C:12]([OH:14])=[O:13])[CH:3]=1.[Cl-].[OH:16][C@H:17]1[CH2:22][CH2:21][CH2:20][CH2:19][C@H:18]1[NH3+:23].CN([P+](ON1N=NC2C=CC=CC1=2)(N(C)C)N(C)C)C.F[P-](F)(F)(F)(F)F.C(N(CC)CC)C. Product: [Br:1][C:2]1[C:11]2[C:6](=[CH:7][CH:8]=[CH:9][CH:10]=2)[N:5]=[C:4]([C:12]([OH:14])=[O:13])[CH:3]=1.[Br:1][C:2]1[C:11]2[C:6](=[CH:7][CH:8]=[CH:9][CH:10]=2)[N:5]=[C:4]([C:12]([NH:23][C@@H:18]2[CH2:19][CH2:20][CH2:21][CH2:22][C@@H:17]2[OH:16])=[O:14])[CH:3]=1. The catalyst class is: 2. (10) Reactant: O.[OH-].[Li+].C([O:6][C:7](=[O:32])[CH2:8][CH2:9][CH2:10][CH2:11][CH2:12][CH:13]([C:23](=[O:31])[NH:24][C:25]1[CH:30]=[CH:29][CH:28]=[CH:27][CH:26]=1)[C:14](=[O:22])[NH:15][C:16]1[CH:21]=[CH:20][CH:19]=[CH:18][CH:17]=1)C. Product: [C:16]1([NH:15][C:14]([CH:13]([C:23](=[O:31])[NH:24][C:25]2[CH:26]=[CH:27][CH:28]=[CH:29][CH:30]=2)[CH2:12][CH2:11][CH2:10][CH2:9][CH2:8][C:7]([OH:32])=[O:6])=[O:22])[CH:17]=[CH:18][CH:19]=[CH:20][CH:21]=1. The catalyst class is: 97.